Task: Predict the reaction yield, written as a fraction of the theoretical maximum amount of product (1.0 means a 100% yield; for example, 0.34 means a 34% yield).. Dataset: Reaction yield outcomes from USPTO patents with 853,638 reactions (1) The reactants are I[C:2]1[C:3]([NH:11][CH:12]([CH3:14])[CH3:13])=[N:4][C:5]([S:9][CH3:10])=[N:6][C:7]=1[CH3:8].[C:15]([O:19][CH2:20][CH3:21])(=[O:18])[CH:16]=[CH2:17].C(N(CC)CC)C.C1(C)C=CC=CC=1P(C1C=CC=CC=1C)C1C=CC=CC=1C. The catalyst is C([O-])(=O)C.[Pd+2].C([O-])(=O)C.CC(N(C)C)=O. The product is [CH:12]([NH:11][C:3]1[C:2](/[CH:17]=[CH:16]/[C:15]([O:19][CH2:20][CH3:21])=[O:18])=[C:7]([CH3:8])[N:6]=[C:5]([S:9][CH3:10])[N:4]=1)([CH3:14])[CH3:13]. The yield is 0.340. (2) The reactants are C[O:2][C:3]([C:5]1[C:18]([NH:19][C:20]2[CH:25]=[CH:24][C:23]([Br:26])=[CH:22][C:21]=2[CH3:27])=[C:17]([F:28])[C:8]2[N:9]=[CH:10][N:11]([CH2:12][CH2:13][CH2:14][CH:15]=[CH2:16])[C:7]=2[CH:6]=1)=[O:4]. The catalyst is C1COCC1.CO.[OH-].[Na+]. The product is [Br:26][C:23]1[CH:24]=[CH:25][C:20]([NH:19][C:18]2[C:5]([C:3]([OH:4])=[O:2])=[CH:6][C:7]3[N:11]([CH2:12][CH2:13][CH2:14][CH:15]=[CH2:16])[CH:10]=[N:9][C:8]=3[C:17]=2[F:28])=[C:21]([CH3:27])[CH:22]=1. The yield is 1.00. (3) The reactants are [N+:1]([C:4]1[CH:12]=[C:11]2[C:7]([CH:8]=[CH:9][NH:10]2)=[CH:6][CH:5]=1)([O-:3])=[O:2].CCN(C(C)C)C(C)C.[C:22](Br)([CH3:25])([CH3:24])[CH3:23]. The product is [C:22]([C:8]1[C:7]2[C:11](=[CH:12][C:4]([N+:1]([O-:3])=[O:2])=[CH:5][CH:6]=2)[NH:10][CH:9]=1)([CH3:25])([CH3:24])[CH3:23]. The catalyst is CCCC[N+](CCCC)(CCCC)CCCC.[I-].C1(C)C=CC=CC=1.[O-]S(C(F)(F)F)(=O)=O.[Zn+2].[O-]S(C(F)(F)F)(=O)=O. The yield is 0.190. (4) The reactants are C([Li])CCC.Br[C:7]1[CH:12]=[CH:11][CH:10]=[C:9]([P:13]([C:20]2[CH:25]=[CH:24][CH:23]=[CH:22][CH:21]=2)[C:14]2[CH:19]=[CH:18][CH:17]=[CH:16][CH:15]=2)[N:8]=1.[C:26](=[O:28])=[O:27]. The catalyst is C(Cl)Cl. The product is [C:14]1([P:13]([C:20]2[CH:25]=[CH:24][CH:23]=[CH:22][CH:21]=2)[C:9]2[N:8]=[C:7]([C:26]([OH:28])=[O:27])[CH:12]=[CH:11][CH:10]=2)[CH:19]=[CH:18][CH:17]=[CH:16][CH:15]=1. The yield is 0.800.